From a dataset of Full USPTO retrosynthesis dataset with 1.9M reactions from patents (1976-2016). Predict the reactants needed to synthesize the given product. (1) The reactants are: [OH:1][C:2]1([C:12]#[C:13][C:14]2[CH:22]=[CH:21][CH:20]=[CH:19][C:15]=2[C:16]([OH:18])=[O:17])[C:7]([CH3:9])([CH3:8])[CH:6]2[CH2:10][C:3]1([CH3:11])[CH2:4][CH2:5]2.ON1C2C=CC=CC=2N=N1.Cl.C(N=C=NCCCN(C)C)C.[CH3:45][O:46][CH2:47][CH2:48]O.C(N(CC)CC)C. Given the product [OH:1][C:2]1([C:12]#[C:13][C:14]2[CH:22]=[CH:21][CH:20]=[CH:19][C:15]=2[C:16]([O:18][CH2:48][CH2:47][O:46][CH3:45])=[O:17])[C:7]([CH3:8])([CH3:9])[CH:6]2[CH2:10][C:3]1([CH3:11])[CH2:4][CH2:5]2, predict the reactants needed to synthesize it. (2) Given the product [C:1]([O:5][C:6]([N:8]1[CH2:13][CH2:12][CH:11]([CH2:14][N:22]2[CH:26]=[CH:25][N:24]=[CH:23]2)[CH2:10][CH2:9]1)=[O:7])([CH3:4])([CH3:3])[CH3:2], predict the reactants needed to synthesize it. The reactants are: [C:1]([O:5][C:6]([N:8]1[CH2:13][CH2:12][CH:11]([CH2:14]OS(C)(=O)=O)[CH2:10][CH2:9]1)=[O:7])([CH3:4])([CH3:3])[CH3:2].[H-].[Na+].[NH:22]1[CH:26]=[CH:25][N:24]=[CH:23]1. (3) Given the product [F:1][C:2]1[CH:7]=[CH:6][C:5]([F:8])=[CH:4][C:3]=1[C@H:9]1[CH2:13][CH2:12][CH2:11][N:10]1[C:14]1[CH:15]=[CH:16][C:17]2[N:18]([C:20]([NH:23][C:26](=[O:27])[C:25]([F:36])([F:35])[F:24])=[CH:21][N:22]=2)[N:19]=1, predict the reactants needed to synthesize it. The reactants are: [F:1][C:2]1[CH:7]=[CH:6][C:5]([F:8])=[CH:4][C:3]=1[C@H:9]1[CH2:13][CH2:12][CH2:11][N:10]1[C:14]1[CH:15]=[CH:16][C:17]2[N:18]([C:20]([NH2:23])=[CH:21][N:22]=2)[N:19]=1.[F:24][C:25]([F:36])([F:35])[C:26](O[C:26](=[O:27])[C:25]([F:36])([F:35])[F:24])=[O:27].N1C=CC=CC=1. (4) The reactants are: [C:1]1(B(O)O)[CH:6]=[CH:5][CH:4]=[CH:3][CH:2]=1.Br[C:11]1[C:19]([CH3:20])=[C:18]([CH3:21])[CH:17]=[C:16]2[C:12]=1[CH:13]=[CH:14][CH2:15]2. Given the product [C:1]1([C:11]2[C:19]([CH3:20])=[C:18]([CH3:21])[CH:17]=[C:16]3[C:12]=2[CH:13]=[CH:14][CH2:15]3)[CH:6]=[CH:5][CH:4]=[CH:3][CH:2]=1, predict the reactants needed to synthesize it. (5) Given the product [CH3:1][NH:2][C:3]1[CH:4]=[C:5]([C:12]2[S:16][C:15]([N:17]([C:39]([O:41][C:42]([CH3:45])([CH3:44])[CH3:43])=[O:40])[CH2:18][C@@H:19]([NH:31][C:32](=[O:38])[O:33][C:34]([CH3:37])([CH3:36])[CH3:35])[CH2:20][C:21]3[CH:22]=[CH:23][C:24]([C:27]([F:28])([F:29])[F:30])=[CH:25][CH:26]=3)=[N:14][N:13]=2)[CH:6]=[CH:7][C:8]=1[NH2:9], predict the reactants needed to synthesize it. The reactants are: [CH3:1][NH:2][C:3]1[CH:4]=[C:5]([C:12]2[S:16][C:15]([N:17]([C:39]([O:41][C:42]([CH3:45])([CH3:44])[CH3:43])=[O:40])[CH2:18][C@@H:19]([NH:31][C:32](=[O:38])[O:33][C:34]([CH3:37])([CH3:36])[CH3:35])[CH2:20][C:21]3[CH:26]=[CH:25][C:24]([C:27]([F:30])([F:29])[F:28])=[CH:23][CH:22]=3)=[N:14][N:13]=2)[CH:6]=[CH:7][C:8]=1[N+:9]([O-])=O.O.C(O)(=O)C. (6) Given the product [O:41]=[C:16]1[CH:15]([CH2:14][O:13][S:2]([CH3:1])(=[O:4])=[O:3])[CH2:19][CH2:18][N:17]1[C:20]1[CH:29]=[C:28]2[C:23]([CH:24]=[C:25]([C:31]3[CH:36]=[CH:35][CH:34]=[CH:33][C:32]=3[C:37]([F:40])([F:38])[F:39])[NH:26][C:27]2=[O:30])=[CH:22][CH:21]=1, predict the reactants needed to synthesize it. The reactants are: [CH3:1][S:2](Cl)(=[O:4])=[O:3].C(N(CC)CC)C.[OH:13][CH2:14][CH:15]1[CH2:19][CH2:18][N:17]([C:20]2[CH:29]=[C:28]3[C:23]([CH:24]=[C:25]([C:31]4[CH:36]=[CH:35][CH:34]=[CH:33][C:32]=4[C:37]([F:40])([F:39])[F:38])[NH:26][C:27]3=[O:30])=[CH:22][CH:21]=2)[C:16]1=[O:41].[Cl-].[NH4+]. (7) Given the product [NH2:21][CH:18]1[CH2:19][CH2:20][N:15]([CH2:14][CH2:13][N:10]2[C:11]3[C:6](=[CH:5][CH:4]=[C:3]([C:1]#[N:2])[CH:12]=3)[CH:7]=[CH:8][C:9]2=[O:29])[CH2:16][CH2:17]1, predict the reactants needed to synthesize it. The reactants are: [C:1]([C:3]1[CH:12]=[C:11]2[C:6]([CH:7]=[CH:8][C:9](=[O:29])[N:10]2[CH2:13][CH2:14][N:15]2[CH2:20][CH2:19][CH:18]([NH:21]C(=O)OC(C)(C)C)[CH2:17][CH2:16]2)=[CH:5][CH:4]=1)#[N:2].Cl.C1(C)C=CC=CC=1. (8) Given the product [O:30]1[CH2:31][CH2:32][N:27]([CH2:1][C:3]2[CH:4]=[C:5]([C:9]3[CH:18]=[CH:17][C:16]4[C:11](=[C:12]([NH:19][C:20]([C:22]5[N:23]=[CH:24][S:25][CH:26]=5)=[O:21])[CH:13]=[CH:14][CH:15]=4)[N:10]=3)[CH:6]=[CH:7][CH:8]=2)[CH2:28][CH2:29]1, predict the reactants needed to synthesize it. The reactants are: [CH:1]([C:3]1[CH:4]=[C:5]([C:9]2[CH:18]=[CH:17][C:16]3[C:11](=[C:12]([NH:19][C:20]([C:22]4[N:23]=[CH:24][S:25][CH:26]=4)=[O:21])[CH:13]=[CH:14][CH:15]=3)[N:10]=2)[CH:6]=[CH:7][CH:8]=1)=O.[NH:27]1[CH2:32][CH2:31][O:30][CH2:29][CH2:28]1.[BH-](OC(C)=O)(OC(C)=O)OC(C)=O.[Na+].[BH4-].[Na+]. (9) Given the product [OH:25][CH2:24][C:23]1[C:12]([CH3:13])=[CH:28][CH:29]=[CH:30][C:22]=1[N:19]1[C:20](=[O:21])[N:16]([CH3:15])[N:17]=[N:18]1, predict the reactants needed to synthesize it. The reactants are: O1CCCC1.[H-].C(B([CH2:12][CH3:13])CC)C.[Li+].[CH3:15][N:16]1[C:20](=[O:21])[N:19]([C:22]2[CH:30]=[CH:29][CH:28]=C[C:23]=2[C:24]([O-])=[O:25])[N:18]=[N:17]1.Cl.